Dataset: Peptide-MHC class II binding affinity with 134,281 pairs from IEDB. Task: Regression. Given a peptide amino acid sequence and an MHC pseudo amino acid sequence, predict their binding affinity value. This is MHC class II binding data. The binding affinity (normalized) is 0.774. The peptide sequence is EKKYFIATQFEPLAA. The MHC is DRB1_0701 with pseudo-sequence DRB1_0701.